This data is from Experimentally validated miRNA-target interactions with 360,000+ pairs, plus equal number of negative samples. The task is: Binary Classification. Given a miRNA mature sequence and a target amino acid sequence, predict their likelihood of interaction. (1) The miRNA is hsa-miR-4728-3p with sequence CAUGCUGACCUCCCUCCUGCCCCAG. The protein sequence of the target gene is MNMFKEAVTFKDVAVAFTEEELGLLGPAQRKLYRDVMVENFRNLLSVGHPPFKQDVSPIERNEQLWIMTTATRRQGNLGEKNQSKLITVQDRESEEELSCWQIWQQIANDLTRCQDSMINNSQCHKQGDFPYQVGTELSIQISEDENYIVNKADGPNNTGNPEFPILRTQDSWRKTFLTESQRLNRDQQISIKNKLCQCKKGVDPIGWISHHDGHRVHKSEKSYRPNDYEKDNMKILTFDHNSMIHTGQKSYQCNECKKPFSDLSSFDLHQQLQSGEKSLTCVERGKGFCYSPVLPVHQK.... Result: 1 (interaction). (2) Result: 0 (no interaction). The miRNA is mmu-miR-21a-3p with sequence CAACAGCAGUCGAUGGGCUGUC. The protein sequence of the target gene is MPGGRRGPSRQQLSRSALPSLQTLVGGGCGNGTGLRNRNGSAIGLPVPPITALITPGPVRHCQIPDLPVDGSLLFEFLFFIYLLVALFIQYINIYKTVWWYPYNHPASCTSLNFHLIDYHLAAFITVMLARRLVWALISEATKAGAASMIHYMVLISARLVLLTLCGWVLCWTLVNLFRSHSVLNLLFLGYPFGVYVPLCCFHQDSRAHLLLTDYNYVVQHEAVEESASTVGGLAKSKDFLSLLLESLKEQFNNATPIPTHSCPLSPDLIRNEVECLKADFNHRIKEVLFNSLFSAYYVA....